This data is from Full USPTO retrosynthesis dataset with 1.9M reactions from patents (1976-2016). The task is: Predict the reactants needed to synthesize the given product. (1) Given the product [CH:6]([C:5]1[CH:4]=[C:3]([CH:10]=[CH:9][CH:8]=1)[CH2:2][P:11](=[O:16])([O:14][CH3:15])[O:12][CH3:13])=[O:7], predict the reactants needed to synthesize it. The reactants are: Br[CH2:2][C:3]1[CH:4]=[C:5]([CH:8]=[CH:9][CH:10]=1)[CH:6]=[O:7].[P:11]([O:16]C)([O:14][CH3:15])[O:12][CH3:13]. (2) Given the product [Cl:1][C:2]1[CH:7]=[CH:6][CH:5]=[CH:4][C:3]=1[N:8]1[CH:12]([C:13]2[CH:14]=[CH:15][C:16]([C:19]3[CH:20]=[N:21][CH:22]=[C:23]([C:25]([OH:27])=[O:26])[CH:24]=3)=[CH:17][CH:18]=2)[CH2:11][C:10]([C:29]([C:31]([F:34])([F:32])[F:33])([C:35]([F:36])([F:38])[F:37])[OH:30])=[N:9]1, predict the reactants needed to synthesize it. The reactants are: [Cl:1][C:2]1[CH:7]=[CH:6][CH:5]=[CH:4][C:3]=1[N:8]1[CH:12]([C:13]2[CH:18]=[CH:17][C:16]([C:19]3[CH:20]=[N:21][CH:22]=[C:23]([C:25]([O:27]C)=[O:26])[CH:24]=3)=[CH:15][CH:14]=2)[CH2:11][C:10]([C:29]([C:35]([F:38])([F:37])[F:36])([C:31]([F:34])([F:33])[F:32])[OH:30])=[N:9]1.[OH-].[K+]. (3) Given the product [NH2:2][C:3]1[N:8]=[C:7]([OH:9])[C:6]([NH:10][C:21](=[O:22])[CH2:20][CH2:19][C:15]2[S:14][CH:18]=[CH:17][CH:16]=2)=[C:5]([OH:11])[N:4]=1, predict the reactants needed to synthesize it. The reactants are: Cl.[NH2:2][C:3]1[N:8]=[C:7]([OH:9])[C:6]([NH2:10])=[C:5]([OH:11])[N:4]=1.[OH-].[Na+].[S:14]1[CH:18]=[CH:17][CH:16]=[C:15]1[CH2:19][CH2:20][C:21](Cl)=[O:22].S1C=CC=C1CCC(O)=O. (4) Given the product [Cl:11][C:12]1[CH:21]=[C:20]([C@@H:22]([NH2:24])[CH3:23])[C:19]([C:25]2[CH:30]=[CH:29][CH:28]=[C:27]([F:31])[CH:26]=2)=[C:18]2[C:13]=1[CH:14]=[CH:15][N:16]=[N:17]2, predict the reactants needed to synthesize it. The reactants are: O[C@H]([C@@H](O)C(O)=O)C(O)=O.[Cl:11][C:12]1[CH:21]=[C:20]([C@@H:22]([NH2:24])[CH3:23])[C:19]([C:25]2[CH:30]=[CH:29][CH:28]=[C:27]([F:31])[CH:26]=2)=[C:18]2[C:13]=1[CH:14]=[CH:15][N:16]=[N:17]2.C(=O)([O-])[O-].[Na+].[Na+].O.